Dataset: Forward reaction prediction with 1.9M reactions from USPTO patents (1976-2016). Task: Predict the product of the given reaction. (1) Given the reactants [C:1]1([C:7]2[CH:8]=[CH:9][CH2:10][NH:11][CH:12]=2)[CH:6]=[CH:5][CH:4]=[CH:3][CH:2]=1, predict the reaction product. The product is: [C:1]1([C:7]2[CH2:12][NH:11][CH:10]=[CH:9][CH:8]=2)[CH:6]=[CH:5][CH:4]=[CH:3][CH:2]=1. (2) The product is: [Cl:8][C:6]1[N:5]=[C:4]([NH2:9])[N:3]=[C:2]([NH:14][CH2:13][CH:12]=[CH2:16])[CH:7]=1. Given the reactants Cl[C:2]1[CH:7]=[C:6]([Cl:8])[N:5]=[C:4]([NH2:9])[N:3]=1.Cl.F[CH:12](F)[CH2:13][NH2:14].[CH3:16]CN(C(C)C)C(C)C, predict the reaction product. (3) Given the reactants [CH2:1]([O:3][C:4](=[O:24])[C:5]([CH3:23])([O:7][C:8]1[CH:13]=[CH:12][C:11]([O:14][CH2:15][C:16]2([CH2:19][C:20]#[CH:21])[CH2:18][CH2:17]2)=[CH:10][C:9]=1[CH3:22])[CH3:6])[CH3:2].I[C:26]1[CH:31]=[CH:30][C:29]([O:32][C:33]([F:36])([F:35])[F:34])=[CH:28][CH:27]=1, predict the reaction product. The product is: [CH2:1]([O:3][C:4](=[O:24])[C:5]([CH3:23])([O:7][C:8]1[CH:13]=[CH:12][C:11]([O:14][CH2:15][C:16]2([CH2:19][C:20]#[C:21][C:26]3[CH:27]=[CH:28][C:29]([O:32][C:33]([F:34])([F:35])[F:36])=[CH:30][CH:31]=3)[CH2:18][CH2:17]2)=[CH:10][C:9]=1[CH3:22])[CH3:6])[CH3:2]. (4) Given the reactants [C:1]([O:5][C:6](=[O:28])[NH:7][C:8]1([C:12]2[CH:17]=[CH:16][C:15]([C:18](=O)[CH:19](Br)[C:20]3[CH:25]=[CH:24][CH:23]=[CH:22][CH:21]=3)=[CH:14][CH:13]=2)[CH2:11][CH2:10][CH2:9]1)([CH3:4])([CH3:3])[CH3:2].[CH3:29][C:30]1[C:31]([NH2:37])=[N:32][CH:33]=[C:34]([CH3:36])[CH:35]=1, predict the reaction product. The product is: [C:1]([O:5][C:6](=[O:28])[NH:7][C:8]1([C:12]2[CH:17]=[CH:16][C:15]([C:18]3[N:37]=[C:31]4[C:30]([CH3:29])=[CH:35][C:34]([CH3:36])=[CH:33][N:32]4[C:19]=3[C:20]3[CH:25]=[CH:24][CH:23]=[CH:22][CH:21]=3)=[CH:14][CH:13]=2)[CH2:11][CH2:10][CH2:9]1)([CH3:4])([CH3:3])[CH3:2]. (5) Given the reactants [F:1][C:2]1[CH:7]=[C:6]([N+:8]([O-:10])=[O:9])[C:5]([F:11])=[CH:4][C:3]=1[C:12](C)([C:18](OCC)=O)[C:13]([O:15]CC)=[O:14].S(=O)(=O)(O)O.O, predict the reaction product. The product is: [F:1][C:2]1[CH:7]=[C:6]([N+:8]([O-:10])=[O:9])[C:5]([F:11])=[CH:4][C:3]=1[CH:12]([CH3:18])[C:13]([OH:15])=[O:14]. (6) Given the reactants [Cl:1][C:2]1[CH:30]=[CH:29][C:5]([CH2:6][NH:7][C:8]([C:10]2[CH:11]=[N:12][C:13]3[C:18]([C:19]=2[OH:20])=[CH:17][C:16]([CH2:21][N:22]2[CH2:27][CH2:26][O:25][CH2:24][CH2:23]2)=[CH:15][C:14]=3I)=[O:9])=[CH:4][CH:3]=1.[CH2:31]([OH:36])[CH2:32][CH2:33][C:34]#[CH:35].CCN(CC)CC, predict the reaction product. The product is: [Cl:1][C:2]1[CH:30]=[CH:29][C:5]([CH2:6][NH:7][C:8]([C:10]2[C:19](=[O:20])[C:18]3[C:13]4=[C:14]([CH:35]=[C:34]([CH2:33][CH2:32][CH2:31][OH:36])[N:12]4[CH:11]=2)[CH:15]=[C:16]([CH2:21][N:22]2[CH2:27][CH2:26][O:25][CH2:24][CH2:23]2)[CH:17]=3)=[O:9])=[CH:4][CH:3]=1. (7) The product is: [Br:1][C:2]1[CH:3]=[N:4][C:5]([C:17]2([OH:20])[CH2:18][CH2:19][O:14][CH2:15][CH2:16]2)=[N:6][CH:7]=1. Given the reactants [Br:1][C:2]1[CH:3]=[N:4][C:5](I)=[N:6][CH:7]=1.C([Li])CCC.[O:14]1[CH2:19][CH2:18][C:17](=[O:20])[CH2:16][CH2:15]1, predict the reaction product. (8) The product is: [OH:33][Si:34]([CH3:42])([CH3:41])[C:2]1[CH:21]=[CH:20][C:5]([O:6][CH2:7][CH2:8][N:9]2[C:17](=[O:18])[C:16]3[C:11](=[CH:12][CH:13]=[CH:14][CH:15]=3)[C:10]2=[O:19])=[CH:4][CH:3]=1. Given the reactants Br[C:2]1[CH:21]=[CH:20][C:5]([O:6][CH2:7][CH2:8][N:9]2[C:17](=[O:18])[C:16]3[C:11](=[CH:12][CH:13]=[CH:14][CH:15]=3)[C:10]2=[O:19])=[CH:4][CH:3]=1.CCN(C(C)C)C(C)C.C([O:33][Si:34]([CH3:42])([CH3:41])[Si:34]([O:33]CC)([CH3:42])[CH3:41])C, predict the reaction product. (9) The product is: [Br:1][C:2]1[CH:7]=[C:6]([CH2:8][NH:9][C:10]2[CH:27]=[CH:26][CH:25]=[CH:24][C:11]=2[C:12]([NH:14][C:15]2[CH:16]=[C:17]3[C:21](=[CH:22][CH:23]=2)[N:20]([CH3:28])[N:19]=[CH:18]3)=[O:13])[CH:5]=[CH:4][N:3]=1.[Br:1][C:2]1[CH:7]=[C:6]([CH2:8][NH:9][C:10]2[CH:27]=[CH:26][CH:25]=[CH:24][C:11]=2[C:12]([NH:14][C:15]2[CH:23]=[CH:22][C:21]3[C:17](=[CH:18][N:19]([CH3:28])[N:20]=3)[CH:16]=2)=[O:13])[CH:5]=[CH:4][N:3]=1. Given the reactants [Br:1][C:2]1[CH:7]=[C:6]([CH2:8][NH:9][C:10]2[CH:27]=[CH:26][CH:25]=[CH:24][C:11]=2[C:12]([NH:14][C:15]2[CH:16]=[C:17]3[C:21](=[CH:22][CH:23]=2)[NH:20][N:19]=[CH:18]3)=[O:13])[CH:5]=[CH:4][N:3]=1.[C:28](=O)([O-])[O-].[Cs+].[Cs+].CI, predict the reaction product. (10) Given the reactants Br[C:2]1[CH:10]=[CH:9][C:8]([F:11])=[CH:7][C:3]=1[C:4]([OH:6])=[O:5].[CH:12]([NH2:15])([CH3:14])[CH3:13].C([O-])(=O)C.[K+].C(N(CC)CC)C.Cl, predict the reaction product. The product is: [F:11][C:8]1[CH:9]=[CH:10][C:2]([NH:15][CH:12]([CH3:14])[CH3:13])=[C:3]([CH:7]=1)[C:4]([OH:6])=[O:5].